Dataset: Forward reaction prediction with 1.9M reactions from USPTO patents (1976-2016). Task: Predict the product of the given reaction. Given the reactants [CH3:1][O:2][C:3](=[O:16])[CH2:4][C:5]1[C:13]2[C:8](=[CH:9][C:10]([OH:14])=[CH:11][CH:12]=2)[N:7]([CH3:15])[CH:6]=1.Cl[CH2:18][C:19]1[C:23]([CH2:24][O:25][CH2:26][CH3:27])=[C:22]([C:28]2[CH:33]=[CH:32][C:31]([C:34]([F:37])([F:36])[F:35])=[CH:30][CH:29]=2)[O:21][N:20]=1.C(=O)([O-])[O-].[Cs+].[Cs+].[Cl-].[NH4+], predict the reaction product. The product is: [CH3:1][O:2][C:3](=[O:16])[CH2:4][C:5]1[C:13]2[C:8](=[CH:9][C:10]([O:14][CH2:18][C:19]3[C:23]([CH2:24][O:25][CH2:26][CH3:27])=[C:22]([C:28]4[CH:33]=[CH:32][C:31]([C:34]([F:36])([F:37])[F:35])=[CH:30][CH:29]=4)[O:21][N:20]=3)=[CH:11][CH:12]=2)[N:7]([CH3:15])[CH:6]=1.